From a dataset of Full USPTO retrosynthesis dataset with 1.9M reactions from patents (1976-2016). Predict the reactants needed to synthesize the given product. (1) Given the product [C:2]1([C:8]2[C:10]([C:12]3[CH:17]=[CH:16][CH:15]=[CH:14][CH:13]=3)=[N:22][S:18](=[O:20])(=[O:19])[N:21]=2)[CH:7]=[CH:6][CH:5]=[CH:4][CH:3]=1, predict the reactants needed to synthesize it. The reactants are: Cl.[C:2]1([C:8]([C:10]([C:12]2[CH:17]=[CH:16][CH:15]=[CH:14][CH:13]=2)=O)=O)[CH:7]=[CH:6][CH:5]=[CH:4][CH:3]=1.[S:18]([NH2:22])([NH2:21])(=[O:20])=[O:19]. (2) Given the product [O-:26][N+:15]1[C:16]2[CH:25]=[C:24]3[C:20](=[CH:19][C:17]=2[N:18]=[C:13]([NH:1][CH2:2][CH2:3][CH2:4][N:5]2[CH2:9][CH2:8][CH:7]([C:10]#[N:11])[CH2:6]2)[N:14]=1)[CH2:21][CH2:22][CH2:23]3, predict the reactants needed to synthesize it. The reactants are: [NH2:1][CH2:2][CH2:3][CH2:4][N:5]1[CH2:9][CH2:8][CH:7]([C:10]#[N:11])[CH2:6]1.Cl[C:13]1[N:14]=[N+:15]([O-:26])[C:16]2[CH:25]=[C:24]3[C:20]([CH2:21][CH2:22][CH2:23]3)=[CH:19][C:17]=2[N:18]=1.CCN(CC)CC.